This data is from Catalyst prediction with 721,799 reactions and 888 catalyst types from USPTO. The task is: Predict which catalyst facilitates the given reaction. (1) Reactant: [Cl:1][C:2]1[CH:7]=[CH:6][CH:5]=[CH:4][C:3]=1[C:8]1[CH:12]=[C:11]([NH2:13])[N:10]([CH3:14])[N:9]=1.[C:15](OC(=O)C)(=[O:17])[CH3:16]. Product: [Cl:1][C:2]1[CH:7]=[CH:6][CH:5]=[CH:4][C:3]=1[C:8]1[CH:12]=[C:11]([NH:13][C:15](=[O:17])[CH3:16])[N:10]([CH3:14])[N:9]=1. The catalyst class is: 17. (2) Reactant: [CH2:1]([NH:3][C:4]1[C:9]([C:10]([O:12]CC)=[O:11])=[CH:8][N:7]=[C:6]([S:15][CH3:16])[N:5]=1)[CH3:2].[OH-].[Na+]. Product: [CH2:1]([NH:3][C:4]1[C:9]([C:10]([OH:12])=[O:11])=[CH:8][N:7]=[C:6]([S:15][CH3:16])[N:5]=1)[CH3:2]. The catalyst class is: 8. (3) Reactant: [OH:1][C:2]1[CH:3]=[C:4]([CH:7]=[CH:8][CH:9]=1)[CH2:5][NH2:6].C(=O)([O-])O.[Na+].Cl[C:16]([O:18][C:19]1[CH:24]=[CH:23][CH:22]=[CH:21][CH:20]=1)=[O:17]. Product: [C:19]1([O:18][C:16](=[O:17])[NH:6][CH2:5][C:4]2[CH:7]=[CH:8][CH:9]=[C:2]([OH:1])[CH:3]=2)[CH:24]=[CH:23][CH:22]=[CH:21][CH:20]=1. The catalyst class is: 232.